This data is from Full USPTO retrosynthesis dataset with 1.9M reactions from patents (1976-2016). The task is: Predict the reactants needed to synthesize the given product. (1) Given the product [C:23]([C:19]1[C:18]([C:4]2[CH:5]=[C:6]([C:8]3[N:13]=[C:12]([C:14]([F:17])([F:16])[F:15])[CH:11]=[CH:10][N:9]=3)[CH:7]=[C:2]([CH3:1])[CH:3]=2)=[N:22][N:21]([CH:37]([O:36][C:31](=[O:35])[CH2:32][CH2:33][CH3:34])[CH3:38])[N:20]=1)#[N:24], predict the reactants needed to synthesize it. The reactants are: [CH3:1][C:2]1[CH:3]=[C:4]([C:18]2[N:22]=[N:21][NH:20][C:19]=2[C:23]#[N:24])[CH:5]=[C:6]([C:8]2[N:13]=[C:12]([C:14]([F:17])([F:16])[F:15])[CH:11]=[CH:10][N:9]=2)[CH:7]=1.C([O-])([O-])=O.[K+].[K+].[C:31]([O:36][CH:37](I)[CH3:38])(=[O:35])[CH2:32][CH2:33][CH3:34].O. (2) Given the product [NH:26]1[C:27]2[C:23](=[C:22]([NH:21][C:4]3[C:5]4[CH:10]=[CH:9][N:8]([S:11]([C:14]5[CH:20]=[CH:19][C:17]([CH3:18])=[CH:16][CH:15]=5)(=[O:13])=[O:12])[C:6]=4[N:7]=[C:2]([NH:31][C:32]4[CH:40]=[CH:39][C:35]([C:36]([NH2:38])=[O:37])=[CH:34][CH:33]=4)[N:3]=3)[CH:30]=[CH:29][CH:28]=2)[CH:24]=[N:25]1, predict the reactants needed to synthesize it. The reactants are: Cl[C:2]1[N:3]=[C:4]([NH:21][C:22]2[CH:30]=[CH:29][CH:28]=[C:27]3[C:23]=2[CH:24]=[N:25][NH:26]3)[C:5]2[CH:10]=[CH:9][N:8]([S:11]([C:14]3[CH:20]=[CH:19][C:17]([CH3:18])=[CH:16][CH:15]=3)(=[O:13])=[O:12])[C:6]=2[N:7]=1.[NH2:31][C:32]1[CH:40]=[CH:39][C:35]([C:36]([NH2:38])=[O:37])=[CH:34][CH:33]=1.C[Si](Cl)(C)C. (3) Given the product [Cl:26][C:22]1[CH:21]=[C:20]2[C:25](=[CH:24][CH:23]=1)[N:17]([C:15]([C:14]1[C:9]([NH:8][CH2:1][C:2]3[CH:7]=[CH:6][C:5]([F:35])=[CH:4][CH:3]=3)=[N:10][CH:11]=[CH:12][CH:13]=1)=[O:16])[CH2:18][CH2:19]2, predict the reactants needed to synthesize it. The reactants are: [CH2:1]([NH:8][C:9]1[C:14]([C:15]([N:17]2[C:25]3[C:20](=[CH:21][C:22]([Cl:26])=[CH:23][CH:24]=3)[CH2:19][CH2:18]2)=[O:16])=[CH:13][CH:12]=[CH:11][N:10]=1)[C:2]1[CH:7]=[CH:6][CH:5]=[CH:4][CH:3]=1.C(N)C1C=CC=CC=1.[F:35]C1C=CC(CN)=CC=1.